This data is from Reaction yield outcomes from USPTO patents with 853,638 reactions. The task is: Predict the reaction yield, written as a fraction of the theoretical maximum amount of product (1.0 means a 100% yield; for example, 0.34 means a 34% yield). (1) The reactants are [N:1]1[CH:6]=[CH:5][CH:4]=[CH:3][C:2]=1[C:7]([C:9]1[C:10](Cl)=[N:11][CH:12]=[CH:13][CH:14]=1)=[O:8].[CH3:16][S:17][C:18]1[CH:23]=[CH:22][C:21](B(O)O)=[CH:20][CH:19]=1.C([O-])([O-])=O.[Na+].[Na+]. The catalyst is C1(C)C=CC=CC=1.C(O)C.O. The product is [N:1]1[CH:6]=[CH:5][CH:4]=[CH:3][C:2]=1[C:7]([C:9]1[C:10]([C:21]2[CH:22]=[CH:23][C:18]([S:17][CH3:16])=[CH:19][CH:20]=2)=[N:11][CH:12]=[CH:13][CH:14]=1)=[O:8]. The yield is 0.680. (2) The reactants are C(=O)([O-])[O-].[K+].[K+].[CH3:7][S:8][C:9]1[NH:10][C:11](=[O:18])[C:12]([N+:15]([O-:17])=[O:16])=[CH:13][N:14]=1.[Cl:19][C:20]1[CH:27]=[CH:26][C:23]([CH2:24]Br)=[CH:22][CH:21]=1.CN(C=O)C. The catalyst is O. The product is [Cl:19][C:20]1[CH:27]=[CH:26][C:23]([CH2:24][N:14]2[CH:13]=[C:12]([N+:15]([O-:17])=[O:16])[C:11](=[O:18])[NH:10][CH:9]2[S:8][CH3:7])=[CH:22][CH:21]=1. The yield is 0.0400.